Dataset: Forward reaction prediction with 1.9M reactions from USPTO patents (1976-2016). Task: Predict the product of the given reaction. Given the reactants Br[C:2]1[CH:7]=[CH:6][C:5]([S:8]([NH:11][CH3:12])(=[O:10])=[O:9])=[CH:4][CH:3]=1.[C:13]([C:15]1[N:19]([CH3:20])[C:18](B(O)O)=[CH:17][CH:16]=1)#[N:14].[F-].[K+].C(P(C(C)(C)C)C(C)(C)C)(C)(C)C, predict the reaction product. The product is: [C:13]([C:15]1[N:19]([CH3:20])[C:18]([C:2]2[CH:7]=[CH:6][C:5]([S:8]([NH:11][CH3:12])(=[O:10])=[O:9])=[CH:4][CH:3]=2)=[CH:17][CH:16]=1)#[N:14].